Dataset: NCI-60 drug combinations with 297,098 pairs across 59 cell lines. Task: Regression. Given two drug SMILES strings and cell line genomic features, predict the synergy score measuring deviation from expected non-interaction effect. (1) Drug 1: CS(=O)(=O)CCNCC1=CC=C(O1)C2=CC3=C(C=C2)N=CN=C3NC4=CC(=C(C=C4)OCC5=CC(=CC=C5)F)Cl. Drug 2: C#CCC(CC1=CN=C2C(=N1)C(=NC(=N2)N)N)C3=CC=C(C=C3)C(=O)NC(CCC(=O)O)C(=O)O. Cell line: M14. Synergy scores: CSS=20.4, Synergy_ZIP=-1.65, Synergy_Bliss=-3.36, Synergy_Loewe=-16.7, Synergy_HSA=-1.57. (2) Drug 1: CCC1(CC2CC(C3=C(CCN(C2)C1)C4=CC=CC=C4N3)(C5=C(C=C6C(=C5)C78CCN9C7C(C=CC9)(C(C(C8N6C=O)(C(=O)OC)O)OC(=O)C)CC)OC)C(=O)OC)O.OS(=O)(=O)O. Drug 2: CCCCC(=O)OCC(=O)C1(CC(C2=C(C1)C(=C3C(=C2O)C(=O)C4=C(C3=O)C=CC=C4OC)O)OC5CC(C(C(O5)C)O)NC(=O)C(F)(F)F)O. Cell line: RXF 393. Synergy scores: CSS=29.0, Synergy_ZIP=0.645, Synergy_Bliss=4.29, Synergy_Loewe=-1.48, Synergy_HSA=5.11.